From a dataset of Forward reaction prediction with 1.9M reactions from USPTO patents (1976-2016). Predict the product of the given reaction. (1) The product is: [NH2:22][CH2:21][C:18]1[C:19]([NH2:20])=[N:7][C:6]([C:5]2[CH:9]=[CH:10][CH:11]=[C:3]([C:2]([F:12])([F:13])[F:1])[CH:4]=2)=[N:8][C:17]=1[C:16]1[CH:23]=[CH:24][C:25]([Cl:27])=[CH:26][C:15]=1[Cl:14]. Given the reactants [F:1][C:2]([F:13])([F:12])[C:3]1[CH:4]=[C:5]([CH:9]=[CH:10][CH:11]=1)[C:6]([NH2:8])=[NH:7].[Cl:14][C:15]1[CH:26]=[C:25]([Cl:27])[CH:24]=[CH:23][C:16]=1[CH:17]=[C:18]([C:21]#[N:22])[C:19]#[N:20], predict the reaction product. (2) The product is: [CH2:5]([O:6][CH2:7][CH2:8][CH2:9][CH2:10][O:12][C:13]1[CH:21]=[CH:20][C:16]([C:17]([OH:19])=[O:18])=[CH:15][CH:14]=1)[CH:4]=[CH2:3]. Given the reactants ClC[CH2:3][CH2:4][CH2:5][O:6][CH2:7][CH2:8][CH2:9][CH2:10]Cl.[OH:12][C:13]1[CH:21]=[CH:20][C:16]([C:17]([OH:19])=[O:18])=[CH:15][CH:14]=1.C(=O)([O-])[O-].[K+].[K+].CN(C)C=O, predict the reaction product. (3) Given the reactants O.O.[C@@H:3]1([N:12]2[C:22]3[NH:21][C:19](=[O:20])[NH:18][C:16](=[O:17])[C:15]=3[N:14]=[CH:13]2)[O:11][C@H:8]([CH2:9][OH:10])[C@@H:6]([OH:7])[C@H:4]1[OH:5].[C:23](Cl)(=[O:39])[CH2:24][CH2:25][CH2:26][CH2:27][CH2:28][CH2:29][CH2:30][CH2:31][CH2:32][CH2:33][CH2:34][CH2:35][CH2:36][CH2:37][CH3:38], predict the reaction product. The product is: [C:23]([C@@:3]1([N:12]2[C:22]3[NH:21][C:19](=[O:20])[NH:18][C:16](=[O:17])[C:15]=3[N:14]=[CH:13]2)[O:11][C@H:8]([CH2:9][OH:10])[C@@H:6]([OH:7])[C@H:4]1[OH:5])(=[O:39])[CH2:24][CH2:25][CH2:26][CH2:27][CH2:28][CH2:29][CH2:30][CH2:31][CH2:32][CH2:33][CH2:34][CH2:35][CH2:36][CH2:37][CH3:38]. (4) Given the reactants Br[CH2:2][C:3]([C@H:5]1[CH2:10][CH2:9][C@H:8]([C:11]([CH3:14])([CH3:13])[CH3:12])[CH2:7][CH2:6]1)=O.[C:15]([O:19][C:20](=[O:35])[CH2:21][CH2:22][N:23]([CH2:27][C:28]1[S:29][C:30]([CH2:33][CH3:34])=[CH:31][CH:32]=1)[C:24]([NH2:26])=[S:25])([CH3:18])([CH3:17])[CH3:16], predict the reaction product. The product is: [C:15]([O:19][C:20](=[O:35])[CH2:21][CH2:22][N:23]([C:24]1[S:25][CH:2]=[C:3]([C@H:5]2[CH2:10][CH2:9][C@H:8]([C:11]([CH3:14])([CH3:13])[CH3:12])[CH2:7][CH2:6]2)[N:26]=1)[CH2:27][C:28]1[S:29][C:30]([CH2:33][CH3:34])=[CH:31][CH:32]=1)([CH3:16])([CH3:17])[CH3:18]. (5) Given the reactants C([O:8][C:9](=[O:38])[C@@H:10]([NH:20][C:21]([C:23]1([NH:26][C:27]([CH:29]2[CH2:37][C:36]3[C:31](=[CH:32][CH:33]=[CH:34][CH:35]=3)[CH2:30]2)=[O:28])[CH2:25][CH2:24]1)=[O:22])[CH2:11][C:12]1[CH:17]=[CH:16][C:15]([O:18][CH3:19])=[CH:14][CH:13]=1)C1C=CC=CC=1, predict the reaction product. The product is: [CH2:30]1[C:31]2[C:36](=[CH:35][CH:34]=[CH:33][CH:32]=2)[CH2:37][CH:29]1[C:27]([NH:26][C:23]1([C:21]([NH:20][C@@H:10]([CH2:11][C:12]2[CH:17]=[CH:16][C:15]([O:18][CH3:19])=[CH:14][CH:13]=2)[C:9]([OH:38])=[O:8])=[O:22])[CH2:25][CH2:24]1)=[O:28]. (6) Given the reactants [Cl-].[Li+].[CH2:3]([Sn](CCCC)(CCCC)CCCC)[CH:4]=[CH2:5].[F:19][C:20]1[CH:21]=[C:22]2[C:27](=[CH:28][CH:29]=1)[N:26]=[C:25]([CH2:30][O:31][C:32]1[CH:37]=[CH:36][C:35](O)=[C:34]([C:39]3([C:44]4[CH:49]=[CH:48][CH:47]=[CH:46][CH:45]=4)[CH2:43][CH2:42][CH2:41][CH2:40]3)[CH:33]=1)[CH:24]=[CH:23]2, predict the reaction product. The product is: [CH2:5]([C:35]1[CH:36]=[CH:37][C:32]([O:31][CH:30]=[C:25]2[CH:24]=[CH:23][C:22]3[C:27](=[CH:28][CH:29]=[C:20]([F:19])[CH:21]=3)[NH:26]2)=[CH:33][C:34]=1[C:39]1([C:44]2[CH:45]=[CH:46][CH:47]=[CH:48][CH:49]=2)[CH2:40][CH2:41][CH2:42][CH2:43]1)[CH:4]=[CH2:3]. (7) The product is: [Cl:3][C:4]1[C:5]2[CH:13]=[CH:12][N:11]([S:20]([C:17]3[CH:18]=[CH:19][C:14]([CH3:24])=[CH:15][CH:16]=3)(=[O:22])=[O:21])[C:6]=2[N:7]=[C:8]([NH2:10])[N:9]=1. Given the reactants [H-].[Na+].[Cl:3][C:4]1[N:9]=[C:8]([NH2:10])[NH:7][C:6]2=[N:11][CH:12]=[CH:13][C:5]=12.[C:14]1([CH3:24])[CH:19]=[CH:18][C:17]([S:20](Cl)(=[O:22])=[O:21])=[CH:16][CH:15]=1.[Cl-].[NH4+], predict the reaction product.